From a dataset of Full USPTO retrosynthesis dataset with 1.9M reactions from patents (1976-2016). Predict the reactants needed to synthesize the given product. (1) The reactants are: [Cl:1][C:2]1[CH:3]=[C:4]2[C:8](=[CH:9][CH:10]=1)[NH:7][CH:6]=[C:5]2[CH2:11][CH2:12][NH:13][C:14](=[O:23])[C:15]1[CH:20]=[CH:19][CH:18]=[C:17]([CH2:21]Cl)[CH:16]=1.[NH:24]1[CH:28]=[CH:27][CH:26]=[N:25]1.[I-].[Na+]. Given the product [N:24]1([CH2:21][C:17]2[CH:16]=[C:15]([CH:20]=[CH:19][CH:18]=2)[C:14]([NH:13][CH2:12][CH2:11][C:5]2[C:4]3[C:8](=[CH:9][CH:10]=[C:2]([Cl:1])[CH:3]=3)[NH:7][CH:6]=2)=[O:23])[CH:28]=[CH:27][CH:26]=[N:25]1, predict the reactants needed to synthesize it. (2) Given the product [CH3:12][O:11][CH2:10][CH2:9][O:8][C:4]1[CH:5]=[N:6][CH:7]=[C:2]([B:13]2[O:17][C:16]([CH3:19])([CH3:18])[C:15]([CH3:21])([CH3:20])[O:14]2)[CH:3]=1, predict the reactants needed to synthesize it. The reactants are: Br[C:2]1[CH:3]=[C:4]([O:8][CH2:9][CH2:10][O:11][CH3:12])[CH:5]=[N:6][CH:7]=1.[B:13]1([B:13]2[O:17][C:16]([CH3:19])([CH3:18])[C:15]([CH3:21])([CH3:20])[O:14]2)[O:17][C:16]([CH3:19])([CH3:18])[C:15]([CH3:21])([CH3:20])[O:14]1.C(Cl)Cl.CC([O-])=O.[K+]. (3) The reactants are: [Cl:1][C:2]1[CH:3]=[C:4]([NH:17][C:18]2[C:19]3[CH:27]=[C:26](F)[N:25]=[CH:24][C:20]=3[N:21]=[CH:22][N:23]=2)[CH:5]=[CH:6][C:7]=1[O:8][CH2:9][C:10]1[CH:15]=[CH:14][CH:13]=[C:12]([Cl:16])[CH:11]=1.[CH3:29][O:30][C:31]1[CH:38]=[CH:37][C:34]([CH2:35][NH2:36])=[CH:33][CH:32]=1. Given the product [Cl:1][C:2]1[CH:3]=[C:4]([NH:17][C:18]2[C:19]3[CH:27]=[C:26]([NH:36][CH2:35][C:34]4[CH:37]=[CH:38][C:31]([O:30][CH3:29])=[CH:32][CH:33]=4)[N:25]=[CH:24][C:20]=3[N:21]=[CH:22][N:23]=2)[CH:5]=[CH:6][C:7]=1[O:8][CH2:9][C:10]1[CH:15]=[CH:14][CH:13]=[C:12]([Cl:16])[CH:11]=1, predict the reactants needed to synthesize it.